This data is from HIV replication inhibition screening data with 41,000+ compounds from the AIDS Antiviral Screen. The task is: Binary Classification. Given a drug SMILES string, predict its activity (active/inactive) in a high-throughput screening assay against a specified biological target. The compound is C(=Cc1ccccc1)C=Nc1ccc(SSc2ccc(N=CC=Cc3ccccc3)cc2)cc1. The result is 0 (inactive).